Predict which catalyst facilitates the given reaction. From a dataset of Catalyst prediction with 721,799 reactions and 888 catalyst types from USPTO. (1) Reactant: [CH3:1][O:2][C:3](=[O:22])[CH2:4][C:5]1[CH:10]=[C:9](OS(C(F)(F)F)(=O)=O)[CH:8]=[C:7]([O:19][CH2:20][CH3:21])[CH:6]=1.[Na+].[CH3:24][C:25]1[S:29][C:28]([S:30]([O-:32])=[O:31])=[CH:27][C:26]=1[C:33]1[CH:38]=[CH:37][C:36]([C:39]([F:42])([F:41])[F:40])=[CH:35][CH:34]=1.CC1(C)C2C(=C(P(C3C=CC=CC=3)C3C=CC=CC=3)C=CC=2)OC2C(P(C3C=CC=CC=3)C3C=CC=CC=3)=CC=CC1=2.C(=O)([O-])[O-].[Cs+].[Cs+].C1(C)C=CC=CC=1. Product: [CH3:1][O:2][C:3](=[O:22])[CH2:4][C:5]1[CH:10]=[C:9]([S:30]([C:28]2[S:29][C:25]([CH3:24])=[C:26]([C:33]3[CH:34]=[CH:35][C:36]([C:39]([F:42])([F:40])[F:41])=[CH:37][CH:38]=3)[CH:27]=2)(=[O:32])=[O:31])[CH:8]=[C:7]([O:19][CH2:20][CH3:21])[CH:6]=1. The catalyst class is: 110. (2) Reactant: [C:1]([O:5][CH2:6][C@H:7]1[NH:14][C:13](=O)[C:12]2[CH:16]=[CH:17][CH:18]=[CH:19][C:11]=2[CH2:10][O:9][CH2:8]1)([CH3:4])([CH3:3])[CH3:2].[H-].[H-].[H-].[H-].[Li+].[Al+3]. Product: [C:1]([O:5][CH2:6][C@H:7]1[NH:14][CH2:13][C:12]2[CH:16]=[CH:17][CH:18]=[CH:19][C:11]=2[CH2:10][O:9][CH2:8]1)([CH3:4])([CH3:2])[CH3:3]. The catalyst class is: 1. (3) Reactant: [H-].[Na+].[CH3:3][O:4][C:5]1[CH:6]=[C:7]([OH:16])[C:8]2[C:9]([OH:15])=[N:10][CH:11]=[N:12][C:13]=2[CH:14]=1.[C:17]([O:23][CH2:24]Cl)(=[O:22])[C:18]([CH3:21])([CH3:20])[CH3:19]. Product: [C:17]([O:23][CH2:24][N:10]1[C:9](=[O:15])[C:8]2[C:13](=[CH:14][C:5]([O:4][CH3:3])=[CH:6][C:7]=2[OH:16])[N:12]=[CH:11]1)(=[O:22])[C:18]([CH3:21])([CH3:20])[CH3:19]. The catalyst class is: 9. (4) Product: [CH2:1]([O:8][C:9]1[CH:10]=[C:11]([C:15]2[CH2:19][C:18]([CH2:24][C:25]([O:27][C:2]([CH3:7])([CH3:3])[CH3:1])=[O:26])([CH2:20][C:21]([O:23][C:28]([CH3:31])([CH3:30])[CH3:29])=[O:22])[O:17][N:16]=2)[CH:12]=[CH:13][CH:14]=1)[C:2]1[CH:3]=[CH:4][CH:5]=[CH:6][CH:7]=1. The catalyst class is: 11. Reactant: [CH2:1]([O:8][C:9]1[CH:10]=[C:11]([C:15]2[CH2:19][C:18]([CH2:24][C:25]([OH:27])=[O:26])([CH2:20][C:21]([OH:23])=[O:22])[O:17][N:16]=2)[CH:12]=[CH:13][CH:14]=1)[C:2]1[CH:7]=[CH:6][CH:5]=[CH:4][CH:3]=1.[C:28](OC(O[C:28]([CH3:31])([CH3:30])[CH3:29])N(C)C)([CH3:31])([CH3:30])[CH3:29]. (5) Reactant: [I:1][C:2]1[CH:7]=[CH:6][C:5]([C:8]2[NH:12][C:11]([C@@H:13]([N:22]3[C:26](=[O:27])[C@@H:25]([CH2:28][C:29]([NH:31][O:32][CH2:33][CH2:34][O:35]C=C)=[O:30])[NH:24][C:23]3=[O:38])[C@H:14]([C:16]3[CH:21]=[CH:20][CH:19]=[CH:18][CH:17]=3)[CH3:15])=[N:10][CH:9]=2)=[CH:4][CH:3]=1.Cl.C(=O)([O-])[O-].[Na+].[Na+]. Product: [OH:35][CH2:34][CH2:33][O:32][NH:31][C:29](=[O:30])[CH2:28][C@@H:25]1[C:26](=[O:27])[N:22]([C@H:13]([C:11]2[NH:12][C:8]([C:5]3[CH:6]=[CH:7][C:2]([I:1])=[CH:3][CH:4]=3)=[CH:9][N:10]=2)[C@H:14]([C:16]2[CH:17]=[CH:18][CH:19]=[CH:20][CH:21]=2)[CH3:15])[C:23](=[O:38])[NH:24]1. The catalyst class is: 5. (6) Reactant: C1(C)C=CC=CC=1.[CH3:8][O:9][C:10]1[CH:11]=[C:12]([CH:16]=[C:17]([CH3:23])[C:18]=1[O:19][CH2:20][C:21]#[CH:22])[C:13](O)=[O:14].S(Cl)([Cl:26])=O. Product: [CH3:8][O:9][C:10]1[CH:11]=[C:12]([CH:16]=[C:17]([CH3:23])[C:18]=1[O:19][CH2:20][C:21]#[CH:22])[C:13]([Cl:26])=[O:14]. The catalyst class is: 3.